This data is from Catalyst prediction with 721,799 reactions and 888 catalyst types from USPTO. The task is: Predict which catalyst facilitates the given reaction. (1) Reactant: Cl[C:2]1[C:3]([F:11])=[N:4][C:5]([F:10])=[C:6]([F:9])[C:7]=1[NH2:8].CCN(CC)CC.[H][H]. Product: [F:10][C:5]1[C:6]([F:9])=[C:7]([NH2:8])[CH:2]=[C:3]([F:11])[N:4]=1. The catalyst class is: 19. (2) Reactant: [F:1][C:2]1([C:9]([OH:11])=[O:10])[CH:7]2[CH:3]1[CH2:4][CH2:5][C:6]2=[O:8].C(=O)([O-])O.[Na+].[CH2:17](I)[CH3:18].Cl. Product: [F:1][C:2]1([C:9]([O:11][CH2:17][CH3:18])=[O:10])[CH:7]2[CH:3]1[CH2:4][CH2:5][C:6]2=[O:8]. The catalyst class is: 9. (3) Reactant: O1[C:5]2([CH2:10][CH2:9][CH:8]([O:11][C:12]3[CH:17]=[CH:16][N:15]=[CH:14][CH:13]=3)[CH2:7][CH2:6]2)[O:4]CC1.Cl. Product: [N:15]1[CH:16]=[CH:17][C:12]([O:11][CH:8]2[CH2:7][CH2:6][C:5](=[O:4])[CH2:10][CH2:9]2)=[CH:13][CH:14]=1. The catalyst class is: 5. (4) Reactant: [C:1]([O:4][C:5](=[O:7])[CH3:6])(=O)[CH3:2].[F:8][C:9]1[CH:14]=[C:13]([F:15])[CH:12]=[CH:11][C:10]=1[C@:16]12[CH2:25][O:24][C@@H](C=O)[CH2:22][C@H:21]1[CH2:20][S:19][C:18]([NH:28][C:29](=[O:36])[C:30]1[CH:35]=[CH:34][CH:33]=[CH:32][CH:31]=1)=[N:17]2.C(=O)([O-])[O-].[K+].[K+]. Product: [C:5]([O:4][CH:1]=[C:2]1[O:24][CH2:25][C@:16]2([C:10]3[CH:11]=[CH:12][C:13]([F:15])=[CH:14][C:9]=3[F:8])[N:17]=[C:18]([NH:28][C:29](=[O:36])[C:30]3[CH:31]=[CH:32][CH:33]=[CH:34][CH:35]=3)[S:19][CH2:20][C@@H:21]2[CH2:22]1)(=[O:7])[CH3:6]. The catalyst class is: 10.